This data is from Full USPTO retrosynthesis dataset with 1.9M reactions from patents (1976-2016). The task is: Predict the reactants needed to synthesize the given product. (1) Given the product [Br:17][C:18]1[CH:25]=[CH:22][C:21]2[O:1][N:2]=[C:3]([NH2:7])[C:4]=2[CH:19]=1, predict the reactants needed to synthesize it. The reactants are: [OH:1][NH:2][C:3](=O)[CH3:4].C[N:7](C=O)C.CC([O-])(C)C.[K+].[Br:17][C:18]1[CH:19]=C[C:21](F)=[C:22]([CH:25]=1)C#N. (2) Given the product [C:3]([NH:6][C:7](=[CH:11][C:12]1[CH:17]=[CH:16][CH:15]=[CH:14][CH:13]=1)[C:8]([O-:10])=[O:9])(=[O:5])[CH3:4].[Zn+2:19].[C:3]([NH:6][C:7](=[CH:11][C:12]1[CH:17]=[CH:16][CH:15]=[CH:14][CH:13]=1)[C:8]([O-:10])=[O:9])(=[O:5])[CH3:4], predict the reactants needed to synthesize it. The reactants are: [OH-].[Na+].[C:3]([NH:6][C:7](=[CH:11][C:12]1[CH:17]=[CH:16][CH:15]=[CH:14][CH:13]=1)[C:8]([OH:10])=[O:9])(=[O:5])[CH3:4].[Cl-].[Zn+2:19].[Cl-]. (3) Given the product [C:30]([O:29][C:27]([NH:26][CH:9]1[CH:8]([C:6]([OH:7])=[O:5])[CH2:25][N:12]2[CH2:13][CH2:14][C:15]3[C:20]([CH:11]2[CH2:10]1)=[CH:19][C:18]([O:21][CH3:22])=[C:17]([O:23][CH3:24])[CH:16]=3)=[O:28])([CH3:33])([CH3:31])[CH3:32], predict the reactants needed to synthesize it. The reactants are: [OH-].[K+].C([O:5][C:6]([CH:8]1[CH2:25][N:12]2[CH2:13][CH2:14][C:15]3[C:20]([CH:11]2[CH2:10][CH:9]1[NH:26][C:27]([O:29][C:30]([CH3:33])([CH3:32])[CH3:31])=[O:28])=[CH:19][C:18]([O:21][CH3:22])=[C:17]([O:23][CH3:24])[CH:16]=3)=[O:7])C. (4) Given the product [CH3:15][S:14][C:6]1[S:5][C:4]([C:1](=[O:3])/[CH:2]=[CH:21]/[N:19]2[CH2:18][CH2:26][CH2:25][CH2:20]2)=[C:8]2[CH2:9][CH2:10][CH2:11][C:12](=[O:13])[C:7]=12, predict the reactants needed to synthesize it. The reactants are: [C:1]([C:4]1[S:5][C:6]([S:14][CH3:15])=[C:7]2[C:12](=[O:13])[CH2:11][CH2:10][CH2:9][C:8]=12)(=[O:3])[CH3:2].CO[CH:18](OC)[N:19]([CH3:21])[CH3:20].N1CC[CH2:26][CH2:25]1. (5) Given the product [F:1][C:2]([F:13])([C:15]1[CH:20]=[CH:19][C:18]([O:21][CH3:22])=[CH:17][CH:16]=1)[C:3]([C:5]1[CH:10]=[CH:9][CH:8]=[C:7]([O:11][CH3:12])[CH:6]=1)=[O:4], predict the reactants needed to synthesize it. The reactants are: [F:1][CH:2]([F:13])[C:3]([C:5]1[CH:10]=[CH:9][CH:8]=[C:7]([O:11][CH3:12])[CH:6]=1)=[O:4].Cl[C:15]1[CH:20]=[CH:19][C:18]([O:21][CH3:22])=[CH:17][CH:16]=1. (6) The reactants are: [OH:1][CH2:2][CH:3]([NH:6][C:7]([C:9]1[CH:14]=[CH:13][C:12]([C:15]2[CH:20]=[CH:19][C:18]([CH2:21][C@H:22]([NH:37][C:38]([C@H:40]3[CH2:45][CH2:44][C@H:43]([CH2:46][NH:47]C(=O)OC(C)(C)C)[CH2:42][CH2:41]3)=[O:39])[C:23](=[O:36])[NH:24][C:25]3[CH:30]=[CH:29][C:28]([C:31]4[N:32]=[N:33][NH:34][N:35]=4)=[CH:27][CH:26]=3)=[CH:17][CH:16]=2)=[C:11]([CH3:55])[CH:10]=1)=[O:8])[CH2:4][OH:5].[ClH:56]. Given the product [ClH:56].[NH2:47][CH2:46][C@H:43]1[CH2:42][CH2:41][C@H:40]([C:38]([NH:37][C@H:22]([C:23](=[O:36])[NH:24][C:25]2[CH:30]=[CH:29][C:28]([C:31]3[N:32]=[N:33][NH:34][N:35]=3)=[CH:27][CH:26]=2)[CH2:21][C:18]2[CH:17]=[CH:16][C:15]([C:12]3[CH:13]=[CH:14][C:9]([C:7]([NH:6][CH:3]([CH2:4][OH:5])[CH2:2][OH:1])=[O:8])=[CH:10][C:11]=3[CH3:55])=[CH:20][CH:19]=2)=[O:39])[CH2:45][CH2:44]1, predict the reactants needed to synthesize it. (7) Given the product [Br:1][C:2]1[CH:3]=[CH:4][C:5]([C:8]([CH3:14])([CH3:13])[C:9]([OH:11])=[O:10])=[CH:6][CH:7]=1, predict the reactants needed to synthesize it. The reactants are: [Br:1][C:2]1[CH:7]=[CH:6][C:5]([C:8]([CH3:14])([CH3:13])[C:9]([O:11]C)=[O:10])=[CH:4][CH:3]=1.C[Si](C)(C)[O-].[K+].Cl. (8) The reactants are: [N:1]1[CH:6]=[CH:5][CH:4]=[CH:3][C:2]=1[C:7]1[S:8][CH:9]=[C:10]([C:12]([OH:14])=[O:13])[N:11]=1.[CH3:15]O. Given the product [N:1]1[CH:6]=[CH:5][CH:4]=[CH:3][C:2]=1[C:7]1[S:8][CH:9]=[C:10]([C:12]([O:14][CH3:15])=[O:13])[N:11]=1, predict the reactants needed to synthesize it.